From a dataset of Full USPTO retrosynthesis dataset with 1.9M reactions from patents (1976-2016). Predict the reactants needed to synthesize the given product. (1) Given the product [CH:1]1([C:4]2[C:5]([O:15][CH2:16][CH:17]3[CH2:18][CH2:19][N:20]([S:23]([CH3:26])(=[O:25])=[O:24])[CH2:21][CH2:22]3)=[CH:6][C:7]([F:14])=[C:8]([CH:13]=2)[C:9]([OH:11])=[O:10])[CH2:3][CH2:2]1, predict the reactants needed to synthesize it. The reactants are: [CH:1]1([C:4]2[C:5]([O:15][CH2:16][CH:17]3[CH2:22][CH2:21][N:20]([S:23]([CH3:26])(=[O:25])=[O:24])[CH2:19][CH2:18]3)=[CH:6][C:7]([F:14])=[C:8]([CH:13]=2)[C:9]([O:11]C)=[O:10])[CH2:3][CH2:2]1.[OH-].[Li+].Cl. (2) Given the product [C:12]([O:16][C:17]([C:19]1[CH:27]=[C:26]2[C:25](=[CH:21][CH:20]=1)[NH:24][CH:23]=[C:2]2[CH:1]=[O:5])=[O:18])([CH3:15])([CH3:13])[CH3:14], predict the reactants needed to synthesize it. The reactants are: [C:1](Cl)(=[O:5])[C:2](Cl)=O.CN(C)C=O.[C:12]([O:16][C:17]([C:19]1[CH:20]=[C:21]2[C:25](=[CH:26][CH:27]=1)[NH:24][CH:23]=C2)=[O:18])([CH3:15])([CH3:14])[CH3:13].O1CCCC1.